The task is: Regression. Given a peptide amino acid sequence and an MHC pseudo amino acid sequence, predict their binding affinity value. This is MHC class I binding data.. This data is from Peptide-MHC class I binding affinity with 185,985 pairs from IEDB/IMGT. The peptide sequence is YAGSLSALL. The MHC is HLA-A02:01 with pseudo-sequence HLA-A02:01. The binding affinity (normalized) is 0.382.